From a dataset of Peptide-MHC class II binding affinity with 134,281 pairs from IEDB. Regression. Given a peptide amino acid sequence and an MHC pseudo amino acid sequence, predict their binding affinity value. This is MHC class II binding data. (1) The peptide sequence is MASHIHLVIHRIRTL. The MHC is DRB1_0801 with pseudo-sequence DRB1_0801. The binding affinity (normalized) is 0.648. (2) The peptide sequence is VKQIKVRVDMVRHRI. The MHC is DRB4_0103 with pseudo-sequence DRB4_0103. The binding affinity (normalized) is 0.703. (3) The peptide sequence is VSIISILKGVINIWG. The MHC is DRB1_0405 with pseudo-sequence DRB1_0405. The binding affinity (normalized) is 0.647. (4) The peptide sequence is GKWKIIYFYPKDFTFVCPTE. The MHC is DRB1_1501 with pseudo-sequence DRB1_1501. The binding affinity (normalized) is 0.657. (5) The peptide sequence is VDFQKTMKVTGVTTQGVKSL. The MHC is DRB1_0101 with pseudo-sequence DRB1_0101. The binding affinity (normalized) is 0.00592. (6) The peptide sequence is YASVEAANASPLQVA. The MHC is HLA-DQA10101-DQB10501 with pseudo-sequence HLA-DQA10101-DQB10501. The binding affinity (normalized) is 0.109.